This data is from Full USPTO retrosynthesis dataset with 1.9M reactions from patents (1976-2016). The task is: Predict the reactants needed to synthesize the given product. (1) Given the product [Br:1][CH2:2][CH2:3][O:4][Si:5]([C:8]([CH3:11])([CH3:10])[CH3:9])([CH3:7])[CH3:6], predict the reactants needed to synthesize it. The reactants are: [Br:1][CH2:2][CH2:3][OH:4].[Si:5](Cl)([C:8]([CH3:11])([CH3:10])[CH3:9])([CH3:7])[CH3:6].N1C=CN=C1. (2) The reactants are: [Cl:1][C:2]1[CH:18]=[CH:17][C:5]([O:6][C:7]2[CH:16]=[CH:15][C:10]([C:11](OC)=[O:12])=[CH:9][N:8]=2)=[CH:4][CH:3]=1.COCCO[AlH2-]OCCOC.[Na+].[OH-].[Na+].O. Given the product [Cl:1][C:2]1[CH:18]=[CH:17][C:5]([O:6][C:7]2[N:8]=[CH:9][C:10]([CH2:11][OH:12])=[CH:15][CH:16]=2)=[CH:4][CH:3]=1, predict the reactants needed to synthesize it.